This data is from Forward reaction prediction with 1.9M reactions from USPTO patents (1976-2016). The task is: Predict the product of the given reaction. (1) Given the reactants [CH2:1]([O:8][CH2:9][C:10]([CH2:14]Br)([F:13])[CH2:11][OH:12])[C:2]1[CH:7]=[CH:6][CH:5]=[CH:4][CH:3]=1.C([O-])([O-])=O.[K+].[K+], predict the reaction product. The product is: [CH2:1]([O:8][CH2:9][C:10]1([F:13])[CH2:14][O:12][CH2:11]1)[C:2]1[CH:7]=[CH:6][CH:5]=[CH:4][CH:3]=1. (2) Given the reactants [CH3:1][C:2]1[O:6][C:5]([C:7]2[CH:12]=[CH:11][CH:10]=[CH:9][CH:8]=2)=[N:4][C:3]=1[CH2:13][O:14][C:15]1[CH:20]=[CH:19][C:18]([CH2:21][C:22]([OH:24])=[O:23])=[CH:17][CH:16]=1.O[CH:26]([C:33](=[O:40])[C:34]1[CH:39]=[CH:38][CH:37]=[CH:36][CH:35]=1)[CH2:27][CH2:28][C:29]([O:31][CH3:32])=[O:30].Cl.C(N=C=NCCCN(C)C)C.Cl, predict the reaction product. The product is: [CH3:1][C:2]1[O:6][C:5]([C:7]2[CH:8]=[CH:9][CH:10]=[CH:11][CH:12]=2)=[N:4][C:3]=1[CH2:13][O:14][C:15]1[CH:16]=[CH:17][C:18]([CH2:21][C:22]([O:24][CH:26]([C:33](=[O:40])[C:34]2[CH:35]=[CH:36][CH:37]=[CH:38][CH:39]=2)[CH2:27][CH2:28][C:29]([O:31][CH3:32])=[O:30])=[O:23])=[CH:19][CH:20]=1. (3) The product is: [O:40]=[S:16]1(=[O:15])[CH2:20][CH2:19][CH:18]([NH:21][S:22]([C:25]2[CH:30]=[CH:29][C:28]([C:2]3[CH:7]=[CH:6][N:5]=[C:4]4[NH:8][C:9]([C:11]([F:14])([F:13])[F:12])=[CH:10][C:3]=34)=[CH:27][CH:26]=2)(=[O:23])=[O:24])[CH2:17]1. Given the reactants Cl[C:2]1[CH:7]=[CH:6][N:5]=[C:4]2[NH:8][C:9]([C:11]([F:14])([F:13])[F:12])=[CH:10][C:3]=12.[O:15]=[S:16]1(=[O:40])[CH2:20][CH2:19][CH:18]([NH:21][S:22]([C:25]2[CH:30]=[CH:29][C:28](B3OC(C)(C)C(C)(C)O3)=[CH:27][CH:26]=2)(=[O:24])=[O:23])[CH2:17]1.C(=O)([O-])[O-].[Na+].[Na+], predict the reaction product. (4) The product is: [NH2:2][CH:1]([C:3]1([CH2:8][CH2:9][CH3:10])[CH2:7][CH:6]=[CH:5][CH2:4]1)[CH2:11][CH3:12]. Given the reactants [C:1]([C:3]1([CH2:8][CH2:9][CH3:10])[CH2:7][CH:6]=[CH:5][CH2:4]1)#[N:2].[CH2:11]([Mg]Br)[CH3:12].[BH4-].[Na+].[OH-].[Na+], predict the reaction product. (5) Given the reactants Cl[C:2]([O:4][CH2:5][C:6]1[CH:11]=[CH:10][CH:9]=[CH:8][CH:7]=1)=[O:3].[I:12][C:13]1[CH:14]=[C:15]([C:22]([N:24]([CH3:28])[CH2:25][CH2:26][CH3:27])=[O:23])[CH:16]=[C:17]([CH:21]=1)C(O)=O.C(N(CC)CC)C, predict the reaction product. The product is: [CH2:5]([O:4][C:2](=[O:3])[C:17]1[CH:21]=[C:13]([I:12])[CH:14]=[C:15]([C:22]([N:24]([CH3:28])[CH2:25][CH2:26][CH3:27])=[O:23])[CH:16]=1)[C:6]1[CH:11]=[CH:10][CH:9]=[CH:8][CH:7]=1.